This data is from Reaction yield outcomes from USPTO patents with 853,638 reactions. The task is: Predict the reaction yield, written as a fraction of the theoretical maximum amount of product (1.0 means a 100% yield; for example, 0.34 means a 34% yield). (1) The reactants are [NH2:1][CH2:2][CH2:3][CH:4]([CH2:9][C@H:10]([NH:15][C:16]([O:18][C:19]([CH3:22])([CH3:21])[CH3:20])=[O:17])[C:11]([O:13][CH3:14])=[O:12])[C:5](OC)=[O:6].CCN(CC)CC.O. The catalyst is C1COCC1. The product is [C:19]([O:18][C:16]([NH:15][C@@H:10]([CH2:9][CH:4]1[CH2:3][CH2:2][NH:1][C:5]1=[O:6])[C:11]([O:13][CH3:14])=[O:12])=[O:17])([CH3:22])([CH3:21])[CH3:20]. The yield is 0.600. (2) The reactants are Cl[C:2]1[CH:7]=[C:6]([C:8]2[CH:13]=[C:12]([Cl:14])[CH:11]=[CH:10][C:9]=2[O:15][CH2:16][CH3:17])[N:5]=[C:4]([NH2:18])[N:3]=1.[F:19][C:20]([F:29])([F:28])[C:21]1[CH:26]=[CH:25][C:24]([NH2:27])=[CH:23][CH:22]=1. No catalyst specified. The product is [Cl:14][C:12]1[CH:11]=[CH:10][C:9]([O:15][CH2:16][CH3:17])=[C:8]([C:6]2[N:5]=[C:4]([NH2:18])[N:3]=[C:2]([NH:27][C:24]3[CH:25]=[CH:26][C:21]([C:20]([F:19])([F:28])[F:29])=[CH:22][CH:23]=3)[CH:7]=2)[CH:13]=1. The yield is 0.780. (3) The reactants are [C:1]([C:5]1[CH:9]=[C:8]([NH:10][C:11]([NH:13][C:14]2[CH:19]=[CH:18][CH:17]=[C:16]([O:20][C:21]3[CH:22]=[N:23][CH:24]=[CH:25][CH:26]=3)[CH:15]=2)=[O:12])[N:7]([C:27]2[CH:28]=[C:29]3[C:34](=[CH:35][CH:36]=2)[CH2:33][N:32](C(OC(C)(C)C)=O)[CH:31]([C:44]([O:46]CC)=[O:45])[CH2:30]3)[N:6]=1)([CH3:4])([CH3:3])[CH3:2]. The catalyst is Cl.CO. The product is [C:1]([C:5]1[CH:9]=[C:8]([NH:10][C:11]([NH:13][C:14]2[CH:19]=[CH:18][CH:17]=[C:16]([O:20][C:21]3[CH:22]=[N:23][CH:24]=[CH:25][CH:26]=3)[CH:15]=2)=[O:12])[N:7]([C:27]2[CH:28]=[C:29]3[C:34](=[CH:35][CH:36]=2)[CH2:33][NH:32][CH:31]([C:44]([OH:46])=[O:45])[CH2:30]3)[N:6]=1)([CH3:4])([CH3:2])[CH3:3]. The yield is 1.00. (4) The reactants are [CH3:1][CH:2]([C@H:4]1[CH2:8][O:7][C:6](=[O:9])[NH:5]1)[CH3:3].[F:10][C:11]([F:18])([F:17])[CH2:12][CH2:13][C:14](O)=[O:15]. No catalyst specified. The product is [CH3:1][CH:2]([C@H:4]1[CH2:8][O:7][C:6](=[O:9])[N:5]1[C:14](=[O:15])[CH2:13][CH2:12][C:11]([F:18])([F:17])[F:10])[CH3:3]. The yield is 0.400. (5) The reactants are [Cl:1][C:2]1[CH:3]=[C:4]([N:8]([CH3:14])[CH2:9][CH:10]([NH2:13])[CH2:11][NH2:12])[CH:5]=[CH:6][CH:7]=1.C(=O)([O-])[O-].[K+].[K+].[N:21]#[C:22]Br. The catalyst is O1CCCC1. The product is [Cl:1][C:2]1[CH:3]=[C:4]([N:8]([CH2:9][CH:10]2[CH2:11][NH:12][C:22]([NH2:21])=[N:13]2)[CH3:14])[CH:5]=[CH:6][CH:7]=1. The yield is 0.280. (6) The reactants are [C:1]([OH:5])(=O)[CH:2]=[CH2:3].N1C=[CH:10][CH:9]=[CH:8][CH:7]=1.Cl.[CH3:13][N:14]([CH3:23])[CH2:15][CH2:16][CH2:17][N:18]=[C:19]=[N:20]CC.CCOC(C)=O.C(Cl)Cl.CC([N:36](C)C)=O. The catalyst is C(Cl)Cl.CCCCCC.CO.C(Cl)Cl.CCOC(C)=O. The product is [CH3:23][N:14]([C:15]1[C:16]2[C:17](=[CH:7][CH:8]=[C:9]([C:2](=[CH2:3])[C:1]([NH2:36])=[O:5])[CH:10]=2)[N:18]=[CH:19][N:20]=1)[CH3:13]. The yield is 0.420. (7) The reactants are [Cl:1][C:2]1[CH:7]=[CH:6][C:5]([C:8]([F:15])([F:14])[C:9](OCC)=[O:10])=[CH:4][CH:3]=1.[BH4-].[Na+]. The catalyst is CCO. The product is [Cl:1][C:2]1[CH:3]=[CH:4][C:5]([C:8]([F:14])([F:15])[CH2:9][OH:10])=[CH:6][CH:7]=1. The yield is 0.950. (8) The product is [F:1][C:2]1[CH:3]=[CH:4][CH:5]=[C:6]2[C:10]=1[N:9]([C@@H:36]([C:32]1[CH:33]=[CH:34][CH:35]=[C:30]([F:29])[CH:31]=1)[C@H:37]([OH:38])[CH2:39][OH:40])[C:8](=[O:11])[C:7]2([CH3:13])[CH3:12]. The yield is 0.747. The reactants are [F:1][C:2]1[CH:3]=[CH:4][CH:5]=[C:6]2[C:10]=1[NH:9][C:8](=[O:11])[C:7]2([CH3:13])[CH3:12].CN(C)C=O.C[Si]([N-][Si](C)(C)C)(C)C.[Li+].[F:29][C:30]1[CH:31]=[C:32]([CH:36]2[O:38][CH:37]2[CH2:39][OH:40])[CH:33]=[CH:34][CH:35]=1.Cl. The catalyst is C1(C)C=CC=CC=1.CC(C)[O-].[Ti+4].CC(C)[O-].CC(C)[O-].CC(C)[O-].O. (9) The reactants are [CH3:1][NH:2][C:3]([C:5]1[C:6]([CH3:11])=[CH:7][CH:8]=[CH:9][CH:10]=1)=[O:4].[Li]CCCC.[C:17]1([O:23][CH3:24])[CH:22]=[CH:21][CH:20]=[CH:19][CH:18]=1.C(=O)=O.CC(C)=O.[Cl-].[NH4+]. The catalyst is C1COCC1.CCOCC. The product is [CH3:24][O:23][C:17]1[CH:22]=[CH:21][C:20]([C:1]2[NH:2][C:3](=[O:4])[C:5]3[C:6]([CH:11]=2)=[CH:7][CH:8]=[CH:9][CH:10]=3)=[CH:19][CH:18]=1. The yield is 0.240. (10) The reactants are [Br:1]N1C(=O)CCC1=O.C1(P(C2C=CC=CC=2)C2C=CC=CC=2)C=CC=CC=1.[Br:28][C:29]1[CH:34]=[CH:33][C:32]([CH2:35][O:36][CH2:37][CH2:38]O)=[CH:31][CH:30]=1. The catalyst is C(Cl)Cl.[Al]. The product is [Br:28][C:29]1[CH:34]=[CH:33][C:32]([CH2:35][O:36][CH2:37][CH2:38][Br:1])=[CH:31][CH:30]=1. The yield is 0.490.